This data is from Catalyst prediction with 721,799 reactions and 888 catalyst types from USPTO. The task is: Predict which catalyst facilitates the given reaction. The catalyst class is: 9. Reactant: CS(O[CH:6]1[CH2:9][N:8]([C:10]2[O:11][CH:12]=[C:13]([C:15](=[O:35])[NH:16][C@@H:17]3[CH2:21][CH2:20][N:19]([C:22]([O:24][CH2:25][C:26]4[CH:31]=[CH:30][C:29]([N+:32]([O-:34])=[O:33])=[CH:28][CH:27]=4)=[O:23])[CH2:18]3)[N:14]=2)[CH2:7]1)(=O)=O.[C:36]([O-:39])(=[S:38])[CH3:37].[K+]. Product: [C:36]([S:38][CH:6]1[CH2:9][N:8]([C:10]2[O:11][CH:12]=[C:13]([C:15](=[O:35])[NH:16][C@@H:17]3[CH2:21][CH2:20][N:19]([C:22]([O:24][CH2:25][C:26]4[CH:31]=[CH:30][C:29]([N+:32]([O-:34])=[O:33])=[CH:28][CH:27]=4)=[O:23])[CH2:18]3)[N:14]=2)[CH2:7]1)(=[O:39])[CH3:37].